This data is from Peptide-MHC class II binding affinity with 134,281 pairs from IEDB. The task is: Regression. Given a peptide amino acid sequence and an MHC pseudo amino acid sequence, predict their binding affinity value. This is MHC class II binding data. (1) The peptide sequence is GELQIMDKIDAAFKI. The MHC is DRB1_0404 with pseudo-sequence DRB1_0404. The binding affinity (normalized) is 0.618. (2) The MHC is HLA-DPA10301-DPB10402 with pseudo-sequence HLA-DPA10301-DPB10402. The binding affinity (normalized) is 0.262. The peptide sequence is EAKYDAYVATVSEAL. (3) The peptide sequence is EMGANFKADRVIDPR. The MHC is DRB1_0901 with pseudo-sequence DRB1_0901. The binding affinity (normalized) is 0. (4) The binding affinity (normalized) is 0.592. The peptide sequence is ANATVYMIDSVLMPP. The MHC is DRB1_0101 with pseudo-sequence DRB1_0101. (5) The peptide sequence is EQEILNYMSPHHKKL. The MHC is DRB1_0404 with pseudo-sequence DRB1_0404. The binding affinity (normalized) is 0.648. (6) The peptide sequence is QNSNEVQEVFAKAFAYYIEP. The MHC is DRB1_1301 with pseudo-sequence DRB1_1301. The binding affinity (normalized) is 0.465. (7) The peptide sequence is ASAAILGHDGTVWAQ. The MHC is DRB1_1201 with pseudo-sequence DRB1_1201. The binding affinity (normalized) is 0.224.